Predict the reaction yield, written as a fraction of the theoretical maximum amount of product (1.0 means a 100% yield; for example, 0.34 means a 34% yield). From a dataset of Reaction yield outcomes from USPTO patents with 853,638 reactions. (1) The reactants are Cl.CN.[CH2:4]([N:6](CC)CC)C.[O:11]=[C:12]1[C:20]2([CH2:24][O:23][C:22]3[CH:25]=[C:26]4[C:30](=[CH:31][C:21]2=3)[CH2:29][CH2:28][O:27]4)[C:19]2[C:14](=[CH:15][CH:16]=[CH:17][CH:18]=2)[N:13]1[CH2:32][C:33]1[CH:34]=[C:35]([CH:41]=[CH:42][CH:43]=1)[O:36][CH2:37][C:38](Cl)=[O:39]. The catalyst is ClCCl. The product is [CH3:4][NH:6][C:38](=[O:39])[CH2:37][O:36][C:35]1[CH:41]=[CH:42][CH:43]=[C:33]([CH2:32][N:13]2[C:14]3[C:19](=[CH:18][CH:17]=[CH:16][CH:15]=3)[C:20]3([CH2:24][O:23][C:22]4[CH:25]=[C:26]5[C:30](=[CH:31][C:21]3=4)[CH2:29][CH2:28][O:27]5)[C:12]2=[O:11])[CH:34]=1. The yield is 0.400. (2) The reactants are [NH2:1][C:2]1[CH:10]=[C:9]([F:11])[CH:8]=[CH:7][C:3]=1[C:4](O)=[O:5].[O-:12][C:13]#[N:14].[K+].C(O)(=O)C.[OH-].[Na+]. The catalyst is O. The product is [F:11][C:9]1[CH:10]=[C:2]2[C:3]([C:4](=[O:5])[NH:14][C:13](=[O:12])[NH:1]2)=[CH:7][CH:8]=1. The yield is 0.650. (3) The yield is 0.900. The product is [CH2:11]([O:10][P:9]([CH2:21][CH2:20][C:19]([OH:23])=[O:22])([O:8][CH2:1][C:2]1[CH:3]=[CH:4][CH:5]=[CH:6][CH:7]=1)=[O:18])[C:12]1[CH:13]=[CH:14][CH:15]=[CH:16][CH:17]=1. The reactants are [CH2:1]([O:8][P:9]([O-:18])[O:10][CH2:11][C:12]1[CH:17]=[CH:16][CH:15]=[CH:14][CH:13]=1)[C:2]1[CH:7]=[CH:6][CH:5]=[CH:4][CH:3]=1.[C:19]([O:23]CC)(=[O:22])[CH:20]=[CH2:21].C([O-])([O-])=O.[K+].[K+].O. The catalyst is C1COCC1. (4) The reactants are Br.[CH2:2]([C:4]1[N:5]=[C:6]([C@@H:9]([NH2:20])[CH2:10][C:11]2[CH:16]=[CH:15][C:14]([N+:17]([O-:19])=[O:18])=[CH:13][CH:12]=2)[S:7][CH:8]=1)[CH3:3].[C:21]1([CH2:27][C:28](O)=[O:29])[CH:26]=[CH:25][CH:24]=[CH:23][CH:22]=1.ON1C2C=CC=CC=2N=N1.CN(C)CCCN=C=NCC.C(N(CC)CC)C. The catalyst is CN(C=O)C.O. The product is [CH2:2]([C:4]1[N:5]=[C:6]([CH:9]([NH:20][C:28](=[O:29])[CH2:27][C:21]2[CH:26]=[CH:25][CH:24]=[CH:23][CH:22]=2)[CH2:10][C:11]2[CH:16]=[CH:15][C:14]([N+:17]([O-:19])=[O:18])=[CH:13][CH:12]=2)[S:7][CH:8]=1)[CH3:3]. The yield is 0.600. (5) The reactants are C([N:8]1[CH2:15][CH:14]2[CH2:16][CH:10]([CH2:11][N:12]([CH2:17][CH2:18][CH2:19][C:20]3([CH2:25][CH2:26][CH3:27])[O:24][CH2:23][CH2:22][O:21]3)[CH2:13]2)[CH2:9]1)C1C=CC=CC=1. The catalyst is C(O)C.[Pd]. The product is [CH2:25]([C:20]1([CH2:19][CH2:18][CH2:17][N:12]2[CH2:11][CH:10]3[CH2:16][CH:14]([CH2:15][NH:8][CH2:9]3)[CH2:13]2)[O:21][CH2:22][CH2:23][O:24]1)[CH2:26][CH3:27]. The yield is 1.00. (6) The reactants are [O:1]=[C:2]([CH2:9][CH2:10][CH3:11])[CH2:3][C:4]([O:6][CH2:7][CH3:8])=[O:5].[H-].[Na+].Br[CH2:15][C:16]1[CH:35]=[CH:34][C:19]2/[C:20](=[C:30](/[CH3:33])\[C:31]#[N:32])/[C:21]3[CH:28]=[CH:27][C:26]([F:29])=[CH:25][C:22]=3[O:23][CH2:24][C:18]=2[CH:17]=1.O. The catalyst is C1COCC1. The product is [C:31](/[C:30](=[C:20]1/[C:21]2[CH:28]=[CH:27][C:26]([F:29])=[CH:25][C:22]=2[O:23][CH2:24][C:18]2[CH:17]=[C:16]([CH2:15][CH:3]([C:2](=[O:1])[CH2:9][CH2:10][CH3:11])[C:4]([O:6][CH2:7][CH3:8])=[O:5])[CH:35]=[CH:34][C:19]/1=2)/[CH3:33])#[N:32]. The yield is 0.980.